From a dataset of Full USPTO retrosynthesis dataset with 1.9M reactions from patents (1976-2016). Predict the reactants needed to synthesize the given product. (1) The reactants are: B.C1C[O:5]CC1.[CH:7]12[CH2:13][CH:10]([CH:11]=[CH:12]1)[CH:9]([C:14]([O:16][CH2:17][CH3:18])=[O:15])[N:8]2[C:19]([O:21][CH2:22][C:23]1[CH:28]=[CH:27][CH:26]=[CH:25][CH:24]=1)=[O:20].[OH-].[Na+].OO. Given the product [OH:5][CH:11]1[CH2:12][CH:7]2[CH2:13][CH:10]1[CH:9]([C:14]([O:16][CH2:17][CH3:18])=[O:15])[N:8]2[C:19]([O:21][CH2:22][C:23]1[CH:24]=[CH:25][CH:26]=[CH:27][CH:28]=1)=[O:20], predict the reactants needed to synthesize it. (2) Given the product [NH2:2][C:1]1[C:3]2[C:8](=[CH:7][CH:6]=[C:5]([C:10]3[O:14][C:13]([NH:15][C:16]([NH:18][CH2:19][C:20]4[CH:25]=[CH:24][CH:23]=[C:22]([F:26])[CH:21]=4)=[O:17])=[N:12][N:11]=3)[CH:4]=2)[NH:29][N:28]=1, predict the reactants needed to synthesize it. The reactants are: [C:1]([C:3]1[CH:4]=[C:5]([C:10]2[O:14][C:13]([NH:15][C:16]([NH:18][CH2:19][C:20]3[CH:25]=[CH:24][CH:23]=[C:22]([F:26])[CH:21]=3)=[O:17])=[N:12][N:11]=2)[CH:6]=[CH:7][C:8]=1F)#[N:2].O.[NH2:28][NH2:29]. (3) Given the product [NH2:1][C:2]1[CH:3]=[C:4]([CH:8]=[C:9]([CH:11]([CH3:13])[CH3:12])[CH:10]=1)[C:5]([OH:7])=[O:6], predict the reactants needed to synthesize it. The reactants are: [NH2:1][C:2]1[CH:3]=[C:4]([CH:8]=[C:9]([C:11]([CH3:13])=[CH2:12])[CH:10]=1)[C:5]([OH:7])=[O:6].